From a dataset of Full USPTO retrosynthesis dataset with 1.9M reactions from patents (1976-2016). Predict the reactants needed to synthesize the given product. (1) Given the product [Br:1][C:2]1[CH:11]=[CH:10][C:5]([C:6]([O:8][CH3:9])=[O:7])=[CH:4][C:3]=1[CH2:12][O:15][CH3:14], predict the reactants needed to synthesize it. The reactants are: [Br:1][C:2]1[CH:11]=[CH:10][C:5]([C:6]([O:8][CH3:9])=[O:7])=[CH:4][C:3]=1[CH2:12]Br.[CH3:14][OH:15]. (2) Given the product [C:1]1([CH3:42])[CH:2]=[CH:3][C:4]([C:7]2[N:8]=[C:9]3[CH2:23][CH2:22][CH2:21][N:20]([CH2:24][CH2:25][CH2:26][CH2:27][CH2:28][C:29]([OH:31])=[O:30])[C:10]3=[N:11][C:12]=2[C:13]2[CH:18]=[CH:17][C:16]([CH3:19])=[CH:15][CH:14]=2)=[CH:5][CH:6]=1, predict the reactants needed to synthesize it. The reactants are: [C:1]1([CH3:42])[CH:6]=[CH:5][C:4]([C:7]2[N:8]=[C:9]3[CH2:23][CH2:22][CH2:21][N:20]([CH2:24][CH2:25][CH2:26][CH2:27][CH2:28][C:29]([O:31]CCCCCC(OCC)=O)=[O:30])[C:10]3=[N:11][C:12]=2[C:13]2[CH:18]=[CH:17][C:16]([CH3:19])=[CH:15][CH:14]=2)=[CH:3][CH:2]=1.[OH-].[Na+]. (3) Given the product [CH:27](=[C:7]1[C:8](=[O:10])[O:9][C:4]([C:3]2[CH:11]=[CH:12][CH:13]=[CH:14][C:2]=2[Cl:1])=[N:6]1)[C:28]1[CH:33]=[CH:32][CH:31]=[CH:30][CH:29]=1, predict the reactants needed to synthesize it. The reactants are: [Cl:1][C:2]1[CH:14]=[CH:13][CH:12]=[CH:11][C:3]=1[C:4]([NH:6][CH2:7][C:8]([OH:10])=[O:9])=O.C([O-])(=O)C.[Na+].C(OC(=O)C)(=O)C.[CH:27](=O)[C:28]1[CH:33]=[CH:32][CH:31]=[CH:30][CH:29]=1. (4) Given the product [Cl:1][C:2]1[C:11]([N+:12]([O-:14])=[O:13])=[C:10]([NH:30][CH2:29][CH:26]2[CH2:27][CH2:28][O:23][CH2:24][CH2:25]2)[C:9]2[C:4](=[CH:5][CH:6]=[CH:7][CH:8]=2)[N:3]=1, predict the reactants needed to synthesize it. The reactants are: [Cl:1][C:2]1[C:11]([N+:12]([O-:14])=[O:13])=[C:10](Cl)[C:9]2[C:4](=[CH:5][CH:6]=[CH:7][CH:8]=2)[N:3]=1.C(N(CC)CC)C.[O:23]1[CH2:28][CH2:27][CH:26]([CH2:29][NH2:30])[CH2:25][CH2:24]1.O. (5) Given the product [CH3:2][N:3]1[CH:8]2[CH2:9][O:10][CH2:11][CH:4]1[CH2:5][N:6]([C:13]1[CH:18]=[N:17][C:16]([N+:19]([O-:21])=[O:20])=[CH:15][CH:14]=1)[CH2:7]2, predict the reactants needed to synthesize it. The reactants are: Cl.[CH3:2][N:3]1[CH:8]2[CH2:9][O:10][CH2:11][CH:4]1[CH2:5][NH:6][CH2:7]2.Br[C:13]1[CH:14]=[CH:15][C:16]([N+:19]([O-:21])=[O:20])=[N:17][CH:18]=1.C([O-])([O-])=O.[Cs+].[Cs+]. (6) Given the product [CH2:1]([P:17](=[O:20])([OH:19])[OH:18])[CH2:2][CH2:3][CH2:4][CH2:5][CH2:6][CH2:7][CH2:8][CH2:9][CH2:10][CH2:11][CH2:12][CH2:13][CH2:14][CH2:15][CH3:16], predict the reactants needed to synthesize it. The reactants are: [CH2:1]([P:17]([OH:19])[OH:18])[CH2:2][CH2:3][CH2:4][CH2:5][CH2:6][CH2:7][CH2:8][CH2:9][CH2:10][CH2:11][CH2:12][CH2:13][CH2:14][CH2:15][CH3:16].[OH:20]O. (7) Given the product [C:18]([O:37][C:36](=[O:38])[NH:41][CH:16]([S:32]([C:26]1[CH:31]=[CH:30][CH:29]=[CH:28][CH:27]=1)(=[O:34])=[O:33])[CH2:15][C:11]1[CH:12]=[CH:13][CH:14]=[C:9]([O:8][CH2:1][C:2]2[CH:3]=[CH:4][CH:5]=[CH:6][CH:7]=2)[CH:10]=1)([CH3:21])([CH3:20])[CH3:19], predict the reactants needed to synthesize it. The reactants are: [CH2:1]([O:8][C:9]1[CH:10]=[C:11]([CH2:15][CH:16]=O)[CH:12]=[CH:13][CH:14]=1)[C:2]1[CH:7]=[CH:6][CH:5]=[CH:4][CH:3]=1.[C:18](NC(=O)[O-])([CH3:21])([CH3:20])[CH3:19].[C:26]1([S:32]([O-:34])=[O:33])[CH:31]=[CH:30][CH:29]=[CH:28][CH:27]=1.[Na+].[CH:36]([OH:38])=[O:37].C(#[N:41])C.